The task is: Predict hERG channel inhibition at various concentrations.. This data is from hERG Central: cardiac toxicity at 1µM, 10µM, and general inhibition. (1) The molecule is Cc1ccc(C(=O)ON=C2CCN(c3ccc([N+](=O)[O-])cc3)CC2)cc1. Results: hERG_inhib (hERG inhibition (general)): blocker. (2) The molecule is CCN(CC)CCNC(=O)c1ccc(NC(=O)c2cccc(Oc3ccccc3)c2)cc1.Cl. Results: hERG_inhib (hERG inhibition (general)): blocker.